This data is from Reaction yield outcomes from USPTO patents with 853,638 reactions. The task is: Predict the reaction yield, written as a fraction of the theoretical maximum amount of product (1.0 means a 100% yield; for example, 0.34 means a 34% yield). (1) The reactants are [F:1][B-:2]([F:5])([F:4])[F:3].[F:6][C:7]([F:28])([F:27])[O:8][C:9]1[CH:14]=[CH:13][CH:12]=[CH:11][C:10]=1[N+:15]1[CH:20]=[CH:19][C:18]([C:21]2[CH:26]=[CH:25][NH+:24]=[CH:23][CH:22]=2)=[CH:17][CH:16]=1.[F:29][B-:30]([F:33])([F:32])[F:31].C1(C)C=CC(S(O[C:44]2[CH:49]=[CH:48][C:47]([N+:50]([O-:52])=[O:51])=[CH:46][C:45]=2[N+:53]([O-:55])=[O:54])(=O)=O)=CC=1. The catalyst is CC#N. The product is [F:1][B-:2]([F:5])([F:4])[F:3].[F:29][B-:30]([F:33])([F:32])[F:31].[N+:50]([C:47]1[CH:46]=[C:45]([N+:53]([O-:55])=[O:54])[CH:44]=[CH:49][C:48]=1[N+:24]1[CH:25]=[CH:26][C:21]([C:18]2[CH:17]=[CH:16][N+:15]([C:10]3[CH:11]=[CH:12][CH:13]=[CH:14][C:9]=3[O:8][C:7]([F:6])([F:27])[F:28])=[CH:20][CH:19]=2)=[CH:22][CH:23]=1)([O-:52])=[O:51]. The yield is 0.380. (2) The reactants are [F:1][C:2]1[CH:7]=[CH:6][C:5]([C@H:8]([NH:10][C:11]([C@H:13]2[CH2:18][CH2:17][C@H:16]([NH:19][S:20]([C:23]3[CH:28]=[CH:27][C:26](Br)=[CH:25][CH:24]=3)(=[O:22])=[O:21])[CH2:15][CH2:14]2)=[O:12])[CH3:9])=[CH:4][CH:3]=1.C(Cl)Cl.C([O-])([O-])=O.[Na+].[Na+].[CH3:39][C:40]1[CH:41]=[C:42](B(O)O)[CH:43]=[N:44][CH:45]=1. The catalyst is CN(C=O)C.CCOC(C)=O.C1C=CC(P(C2C=CC=CC=2)[C-]2C=CC=C2)=CC=1.C1C=CC(P(C2C=CC=CC=2)[C-]2C=CC=C2)=CC=1.Cl[Pd]Cl.[Fe+2]. The product is [F:1][C:2]1[CH:7]=[CH:6][C:5]([C@H:8]([NH:10][C:11]([C@H:13]2[CH2:18][CH2:17][C@H:16]([NH:19][S:20]([C:23]3[CH:28]=[CH:27][C:26]([C:42]4[CH:43]=[N:44][CH:45]=[C:40]([CH3:39])[CH:41]=4)=[CH:25][CH:24]=3)(=[O:22])=[O:21])[CH2:15][CH2:14]2)=[O:12])[CH3:9])=[CH:4][CH:3]=1. The yield is 0.430. (3) The reactants are S(O)(O)(=O)=O.N[C:7]1[S:8][C:9]([C:12]2[CH:17]=[CH:16][CH:15]=[CH:14][CH:13]=2)=[N:10][N:11]=1.[BrH:18].N([O-])=O.[Na+]. The catalyst is O.C(Cl)Cl. The product is [Br:18][C:7]1[S:8][C:9]([C:12]2[CH:17]=[CH:16][CH:15]=[CH:14][CH:13]=2)=[N:10][N:11]=1. The yield is 0.740. (4) The reactants are [C:1]([NH:9][C:10]1[N:15]=[CH:14][C:13]([CH:16]([CH3:20])[C:17]([OH:19])=O)=[CH:12][CH:11]=1)(=[O:8])[C:2]1[CH:7]=[CH:6][CH:5]=[CH:4][CH:3]=1.ON1C2C=CC=CC=2N=N1.C(N=C=NCCCN(C)C)C.C(N(CC)CC)C.[CH3:49][CH:50]1[CH2:55][CH2:54][N:53]([C:56]2[C:61]([CH2:62][NH2:63])=[CH:60][CH:59]=[C:58]([C:64]([F:67])([F:66])[F:65])[N:57]=2)[CH2:52][CH2:51]1. The catalyst is CN(C)C=O.O. The product is [CH3:49][CH:50]1[CH2:51][CH2:52][N:53]([C:56]2[C:61]([CH2:62][NH:63][C:17](=[O:19])[CH:16]([C:13]3[CH:12]=[CH:11][C:10]([NH:9][C:1](=[O:8])[C:2]4[CH:3]=[CH:4][CH:5]=[CH:6][CH:7]=4)=[N:15][CH:14]=3)[CH3:20])=[CH:60][CH:59]=[C:58]([C:64]([F:67])([F:65])[F:66])[N:57]=2)[CH2:54][CH2:55]1. The yield is 0.510. (5) The reactants are [C:1]([C:3]1[CH:22]=[CH:21][C:6]([O:7][C:8]2[C:9]([CH2:19][CH3:20])=[N:10][N:11]([CH2:15][C:16]([OH:18])=O)[C:12]=2[CH2:13][CH3:14])=[CH:5][CH:4]=1)#[N:2].[C:23]([NH:26][NH2:27])(=[O:25])[CH3:24].Cl.CN(C)CCCN=C=NCC.O.ON1C2C=CC=CC=2N=N1.CN1CCOCC1. The catalyst is CN(C)C=O. The product is [C:23]([NH:26][NH:27][C:16](=[O:18])[CH2:15][N:11]1[C:12]([CH2:13][CH3:14])=[C:8]([O:7][C:6]2[CH:5]=[CH:4][C:3]([C:1]#[N:2])=[CH:22][CH:21]=2)[C:9]([CH2:19][CH3:20])=[N:10]1)(=[O:25])[CH3:24]. The yield is 0.720. (6) The reactants are C(O)(=O)/C=C/C(O)=O.[S:9]1[CH:13]=[CH:12][C:11]2[CH:14]=[C:15]([CH:18]3[C:27]4[C:22](=[CH:23][C:24]([C:28]5[N:33]=[N:32][C:31]([N:34]([CH3:36])[CH3:35])=[CH:30][CH:29]=5)=[CH:25][CH:26]=4)[CH2:21][N:20]([CH3:37])[CH2:19]3)[CH:16]=[CH:17][C:10]1=2.N(C)C.CN(C=O)C. The catalyst is ClCCl. The product is [S:9]1[CH:13]=[CH:12][C:11]2[CH:14]=[C:15]([CH:18]3[C:27]4[C:22](=[CH:23][C:24]([C:28]5[N:33]=[N:32][C:31]([N:34]([CH3:36])[CH3:35])=[CH:30][CH:29]=5)=[CH:25][CH:26]=4)[CH2:21][N:20]([CH3:37])[CH2:19]3)[CH:16]=[CH:17][C:10]1=2. The yield is 0.980.